From a dataset of Full USPTO retrosynthesis dataset with 1.9M reactions from patents (1976-2016). Predict the reactants needed to synthesize the given product. Given the product [NH2:37][C:38]1[CH:39]=[C:40]([CH:43]=[CH:44][CH:45]=1)[CH2:41][NH:42][C:3]([C:5]1[N:14]2[C:8]([CH2:9][N:10]([C:19]([C:21]3[CH:26]=[CH:25][C:24]([C:27]4[CH:32]=[CH:31][CH:30]=[CH:29][C:28]=4[CH3:33])=[C:23]([CH3:34])[CH:22]=3)=[O:20])[C:11]3[CH:18]=[CH:17][CH:16]=[CH:15][C:12]=3[CH2:13]2)=[CH:7][CH:6]=1)=[O:4], predict the reactants needed to synthesize it. The reactants are: ClC(Cl)(Cl)[C:3]([C:5]1[N:14]2[C:8]([CH2:9][N:10]([C:19]([C:21]3[CH:26]=[CH:25][C:24]([C:27]4[CH:32]=[CH:31][CH:30]=[CH:29][C:28]=4[CH3:33])=[C:23]([CH3:34])[CH:22]=3)=[O:20])[C:11]3[CH:18]=[CH:17][CH:16]=[CH:15][C:12]=3[CH2:13]2)=[CH:7][CH:6]=1)=[O:4].[NH2:37][C:38]1[CH:39]=[C:40]([CH:43]=[CH:44][CH:45]=1)[CH2:41][NH2:42].